Dataset: Forward reaction prediction with 1.9M reactions from USPTO patents (1976-2016). Task: Predict the product of the given reaction. The product is: [C:28]12([CH2:27][CH2:26][N:13]([CH2:12][CH2:11][NH:10][CH2:7][CH3:8])[C:14]([NH:16][CH2:17][CH2:18][CH2:19][C:20]3[CH:25]=[CH:24][N:23]=[CH:22][CH:21]=3)=[O:15])[CH2:35][CH:34]3[CH2:33][CH:32]([CH2:31][CH:30]([CH2:36]3)[CH2:29]1)[CH2:37]2. Given the reactants [H-].[Al+3].[Li+].[H-].[H-].[H-].[C:7]([NH:10][CH2:11][CH2:12][N:13]([CH2:26][CH2:27][C:28]12[CH2:37][CH:32]3[CH2:33][CH:34]([CH2:36][CH:30]([CH2:31]3)[CH2:29]1)[CH2:35]2)[C:14]([NH:16][CH2:17][CH2:18][CH2:19][C:20]1[CH:25]=[CH:24][N:23]=[CH:22][CH:21]=1)=[O:15])(=O)[CH3:8].C(OCC)(=O)C.[OH-].[Na+], predict the reaction product.